Dataset: Full USPTO retrosynthesis dataset with 1.9M reactions from patents (1976-2016). Task: Predict the reactants needed to synthesize the given product. (1) Given the product [F:1][C:2]1[CH:3]=[CH:4][C:5]([CH2:6][N:7]2[C:15]3[CH:14]=[CH:13][CH:12]=[CH:11][C:10]=3[C:9]3[CH2:16][CH:17]4[CH2:23][O:22][C:20](=[O:21])[N:18]4[CH2:19][C:8]2=3)=[CH:33][CH:34]=1, predict the reactants needed to synthesize it. The reactants are: [F:1][C:2]1[CH:34]=[CH:33][C:5]([CH2:6][N:7]2[C:15]3[C:10](=[CH:11][CH:12]=[CH:13][CH:14]=3)[C:9]3[CH2:16][CH:17](COS(C)(=O)=O)[N:18]([C:20]([O:22][C:23](C)(C)C)=[O:21])[CH2:19][C:8]2=3)=[CH:4][CH:3]=1.C(=O)([O-])[O-].[K+].[K+]. (2) The reactants are: [NH2:1][C:2]1[C:6]([C:7]([C:9]2[S:10][CH:11]=[CH:12][CH:13]=2)=[O:8])=[CH:5][NH:4][N:3]=1.CN(C)[CH:16]=[CH:17][C:18]([C:20]1[CH:24]=[C:23]([N+:25]([O-:27])=[O:26])[S:22][CH:21]=1)=O. Given the product [N+:25]([C:23]1[S:22][CH:21]=[C:20]([C:18]2[N:3]3[N:4]=[CH:5][C:6]([C:7]([C:9]4[S:10][CH:11]=[CH:12][CH:13]=4)=[O:8])=[C:2]3[N:1]=[CH:16][CH:17]=2)[CH:24]=1)([O-:27])=[O:26], predict the reactants needed to synthesize it. (3) Given the product [CH3:1][C:2]1([C:7]2([CH2:10][CH2:11][O:12][S:19]([C:16]3[CH:17]=[CH:18][C:13]([CH3:23])=[CH:14][CH:15]=3)(=[O:21])=[O:20])[CH2:9][CH2:8]2)[O:3][CH2:4][CH2:5][O:6]1, predict the reactants needed to synthesize it. The reactants are: [CH3:1][C:2]1([C:7]2([CH2:10][CH2:11][OH:12])[CH2:9][CH2:8]2)[O:6][CH2:5][CH2:4][O:3]1.[C:13]1([CH3:23])[CH:18]=[CH:17][C:16]([S:19](Cl)(=[O:21])=[O:20])=[CH:15][CH:14]=1.C(=O)(O)[O-].[Na+]. (4) Given the product [CH3:13][C:14]1[CH:19]=[CH:18][C:17]2[NH:20][C:2]3[C:10]4[C:5]([CH2:4][C:3]=3[C:16]=2[CH:15]=1)=[CH:6][CH:7]=[CH:8][CH:9]=4, predict the reactants needed to synthesize it. The reactants are: Cl.[C:2]1(=O)[C:10]2[C:5](=[CH:6][CH:7]=[CH:8][CH:9]=2)[CH2:4][CH2:3]1.Cl.[CH3:13][C:14]1[CH:19]=[CH:18][C:17]([NH:20]N)=[CH:16][CH:15]=1. (5) Given the product [CH3:1][O:2][C:3]1[N:4]=[C:5]2[C:10](=[CH:11][CH:12]=1)[N:9]=[CH:8][CH:7]=[C:6]2[CH2:13][CH2:14][NH:17][CH3:16], predict the reactants needed to synthesize it. The reactants are: [CH3:1][O:2][C:3]1[CH:12]=[CH:11][C:10]2[C:5](=[C:6]([CH:13]=[CH2:14])[CH:7]=[CH:8][N:9]=2)[N:4]=1.Cl.[CH3:16][NH2:17].CC(O)=O. (6) The reactants are: [CH:1]([NH:4][C@H:5]1[CH2:10][CH2:9][C@H:8]([C:11]([NH:13][C:14]2[C:18]3[CH:19]=[CH:20][CH:21]=[CH:22][C:17]=3[O:16][C:15]=2[C:23]([NH:25][C:26]2[CH:31]=[CH:30][C:29]([Cl:32])=[CH:28][N:27]=2)=[O:24])=[O:12])[CH2:7][CH2:6]1)([CH3:3])[CH3:2].C(N(CC)CC)C.[C:40](Cl)(=[O:42])[CH3:41].C(=O)([O-])O.[Na+]. Given the product [C:40]([N:4]([C@H:5]1[CH2:6][CH2:7][C@H:8]([C:11]([NH:13][C:14]2[C:18]3[CH:19]=[CH:20][CH:21]=[CH:22][C:17]=3[O:16][C:15]=2[C:23]([NH:25][C:26]2[CH:31]=[CH:30][C:29]([Cl:32])=[CH:28][N:27]=2)=[O:24])=[O:12])[CH2:9][CH2:10]1)[CH:1]([CH3:3])[CH3:2])(=[O:42])[CH3:41], predict the reactants needed to synthesize it.